Dataset: Catalyst prediction with 721,799 reactions and 888 catalyst types from USPTO. Task: Predict which catalyst facilitates the given reaction. (1) Reactant: [C:1]([N:20]1[CH:24]=[C:23]([CH2:25][CH2:26][C:27]2[CH:33]=[CH:32][C:30]([NH2:31])=[CH:29][CH:28]=2)[N:22]=[CH:21]1)([C:14]1[CH:19]=[CH:18][CH:17]=[CH:16][CH:15]=1)([C:8]1[CH:13]=[CH:12][CH:11]=[CH:10][CH:9]=1)[C:2]1[CH:7]=[CH:6][CH:5]=[CH:4][CH:3]=1.[F:34][C:35]([F:52])([F:51])[C:36]1[CH:41]=[CH:40][C:39]([C:42]2[C:43]([C:48](O)=[O:49])=[CH:44][CH:45]=[CH:46][CH:47]=2)=[CH:38][CH:37]=1.C1C=CC2N(O)N=NC=2C=1.CCN=C=NCCCN(C)C.Cl. Product: [F:34][C:35]([F:51])([F:52])[C:36]1[CH:37]=[CH:38][C:39]([C:42]2[C:43]([C:48]([NH:31][C:30]3[CH:29]=[CH:28][C:27]([CH2:26][CH2:25][C:23]4[N:22]=[CH:21][N:20]([C:1]([C:14]5[CH:19]=[CH:18][CH:17]=[CH:16][CH:15]=5)([C:2]5[CH:7]=[CH:6][CH:5]=[CH:4][CH:3]=5)[C:8]5[CH:9]=[CH:10][CH:11]=[CH:12][CH:13]=5)[CH:24]=4)=[CH:33][CH:32]=3)=[O:49])=[CH:44][CH:45]=[CH:46][CH:47]=2)=[CH:40][CH:41]=1. The catalyst class is: 571. (2) Product: [O:15]=[C:13]([NH:20][CH2:21][C:22](=[O:23])[O:24][CH2:25][CH2:26][CH2:27][CH:28]=[CH2:29])[C:38]([O:40][CH3:41])=[O:39]. Reactant: C(N1C=CN=C1)(N1C=CN=C1)=O.[C:13]([NH:20][CH2:21][C:22]([OH:24])=[O:23])([O:15]C(C)(C)C)=O.[CH2:25](O)[CH2:26][CH2:27][CH:28]=[CH2:29].Cl.CS(O)(=O)=O.[C:38]([O:40][CH3:41])(=[O:39])[C:38]([O:40][CH3:41])=[O:39].C(N(CC)CC)C. The catalyst class is: 310.